This data is from Full USPTO retrosynthesis dataset with 1.9M reactions from patents (1976-2016). The task is: Predict the reactants needed to synthesize the given product. (1) Given the product [ClH:1].[Cl:1][C:2]1[CH:3]=[N:4][N:5]([C:7]2[CH:28]=[CH:27][C:10]([O:11][CH2:12][C@@H:13]3[C@@H:18]([NH2:19])[CH2:17][CH2:16][O:15][CH2:14]3)=[CH:9][C:8]=2[F:29])[CH:6]=1, predict the reactants needed to synthesize it. The reactants are: [Cl:1][C:2]1[CH:3]=[N:4][N:5]([C:7]2[CH:28]=[CH:27][C:10]([O:11][CH2:12][C@@H:13]3[C@@H:18]([NH:19]C(=O)OC(C)(C)C)[CH2:17][CH2:16][O:15][CH2:14]3)=[CH:9][C:8]=2[F:29])[CH:6]=1.Cl.CCO. (2) Given the product [OH:17][C:16]1[CH:15]=[CH:14][C:13]([CH3:18])=[CH:12][C:11]=1[C:4]1[C:3]([C:24]2[CH:25]=[C:20]([CH3:30])[CH:21]=[CH:22][C:23]=2[OH:19])=[C:2]([CH3:1])[CH:9]=[CH:8][C:5]=1[CH:6]=[O:7], predict the reactants needed to synthesize it. The reactants are: [CH:1](=O)[C:2]1[CH:9]=[CH:8][C:5]([CH:6]=[O:7])=[CH:4][CH:3]=1.[CH:11]1[C:16]([OH:17])=[CH:15][CH:14]=[C:13]([CH3:18])[CH:12]=1.[OH2:19].[C:20]1([CH3:30])[CH:25]=[CH:24][C:23](S(O)(=O)=O)=[CH:22][CH:21]=1. (3) Given the product [Cl:1][C:2]1[CH:3]=[C:4]([N:9]2[C:13](=[O:14])[C:12](=[O:15])[NH:11][C:10]2=[N:30][C:29]([NH:31][CH:32]([CH3:34])[CH3:33])=[N:28][C:26]([O:25][CH2:18][C:19]2[CH:24]=[CH:23][CH:22]=[CH:21][CH:20]=2)=[O:27])[CH:5]=[CH:6][C:7]=1[Cl:8], predict the reactants needed to synthesize it. The reactants are: [Cl:1][C:2]1[CH:3]=[C:4]([N:9]2[C:13](=[O:14])[C:12](=[O:15])[N:11]=[C:10]2SC)[CH:5]=[CH:6][C:7]=1[Cl:8].[CH2:18]([O:25][C:26]([NH:28][C:29]([NH:31][CH:32]([CH3:34])[CH3:33])=[NH:30])=[O:27])[C:19]1[CH:24]=[CH:23][CH:22]=[CH:21][CH:20]=1. (4) Given the product [Br:11][CH2:12][CH2:13][CH2:14][CH2:15][CH2:16][CH2:17][O:3][C:4]([CH3:10])([CH3:9])[C:5]([O:7][CH3:8])=[O:6], predict the reactants needed to synthesize it. The reactants are: [H-].[Na+].[OH:3][C:4]([CH3:10])([CH3:9])[C:5]([O:7][CH3:8])=[O:6].[Br:11][CH2:12][CH2:13][CH2:14][CH2:15][CH2:16][CH2:17]Br. (5) Given the product [N:35]1([C:16]([C:15]2[CH:19]=[CH:20][C:12]([N:5]3[C:6]4[CH2:7][CH2:8][CH2:9][CH2:10][C:11]=4[C:3]([C:2]([F:21])([F:22])[F:1])=[N:4]3)=[CH:13][CH:14]=2)=[O:18])[CH2:39][CH2:38][CH2:37][CH2:36]1, predict the reactants needed to synthesize it. The reactants are: [F:1][C:2]([F:22])([F:21])[C:3]1[C:11]2[CH2:10][CH2:9][CH2:8][CH2:7][C:6]=2[N:5]([C:12]2[CH:20]=[CH:19][C:15]([C:16]([OH:18])=O)=[CH:14][CH:13]=2)[N:4]=1.C(N1C=CN=C1)(N1C=CN=C1)=O.[NH:35]1[CH2:39][CH2:38][CH2:37][CH2:36]1. (6) Given the product [CH3:1][O:2][C:3]([C:5]1[S:6][C:7]([C:24]2[CH:25]=[CH:26][CH:27]=[CH:28][CH:29]=2)=[CH:8][C:9]=1[N:10]1[C:15](=[O:17])[CH2:14][CH2:13][CH2:12][CH:11]1[CH:18]1[CH2:19][CH2:20][CH2:21][CH2:22][CH2:23]1)=[O:4], predict the reactants needed to synthesize it. The reactants are: [CH3:1][O:2][C:3]([C:5]1[S:6][C:7]([C:24]2[CH:29]=[CH:28][CH:27]=[CH:26][CH:25]=2)=[CH:8][C:9]=1[NH:10][CH:11]([CH:18]1[CH2:23][CH2:22][CH2:21][CH2:20][CH2:19]1)[CH2:12][CH2:13][CH2:14][C:15]([OH:17])=O)=[O:4].N1C=CC=CC=1.CC(OC(OC(OC(C)(C)C)=O)=O)(C)C. (7) Given the product [Cl:17][C:18]1[CH:23]=[C:22]([O:24][CH2:25][CH:26]=[C:27]([Cl:29])[Cl:28])[CH:21]=[C:20]([Cl:30])[C:19]=1[O:31][CH2:2][CH2:3][CH2:4][C:5]1([C:10]2[CH:15]=[CH:14][C:13]([F:16])=[CH:12][CH:11]=2)[O:9][CH2:8][CH2:7][O:6]1, predict the reactants needed to synthesize it. The reactants are: Cl[CH2:2][CH2:3][CH2:4][C:5]1([C:10]2[CH:15]=[CH:14][C:13]([F:16])=[CH:12][CH:11]=2)[O:9][CH2:8][CH2:7][O:6]1.[Cl:17][C:18]1[CH:23]=[C:22]([O:24][CH2:25][CH:26]=[C:27]([Cl:29])[Cl:28])[CH:21]=[C:20]([Cl:30])[C:19]=1[OH:31].C(=O)([O-])[O-].[K+].[K+].[I-].[K+]. (8) The reactants are: [Cl:1][C:2]1[CH:3]=[CH:4][CH:5]=[C:6]2[C:11]=1[N:10]=[C:9]([C:12]1[CH:17]=[CH:16][CH:15]=[C:14]([F:18])[CH:13]=1)[C:8]([CH2:19][NH2:20])=[CH:7]2.Cl[C:22]1[N:30]=[CH:29][N:28]=[C:27]2[C:23]=1[NH:24][CH:25]=[N:26]2.CCN(C(C)C)C(C)C. Given the product [Cl:1][C:2]1[CH:3]=[CH:4][CH:5]=[C:6]2[C:11]=1[N:10]=[C:9]([C:12]1[CH:17]=[CH:16][CH:15]=[C:14]([F:18])[CH:13]=1)[C:8]([CH2:19][NH:20][C:22]1[N:30]=[CH:29][N:28]=[C:27]3[C:23]=1[N:24]=[CH:25][NH:26]3)=[CH:7]2, predict the reactants needed to synthesize it. (9) Given the product [C:1]1([C:7]2([C:12]([OH:14])=[O:13])[CH2:11][CH:10]=[CH:9][CH2:8]2)[CH:6]=[CH:5][CH:4]=[CH:3][CH:2]=1, predict the reactants needed to synthesize it. The reactants are: [C:1]1([C:7]2([C:12]([O:14]C)=[O:13])[CH2:11][CH:10]=[CH:9][CH2:8]2)[CH:6]=[CH:5][CH:4]=[CH:3][CH:2]=1.[OH-].[Na+].